Dataset: Forward reaction prediction with 1.9M reactions from USPTO patents (1976-2016). Task: Predict the product of the given reaction. (1) Given the reactants [C:1]([O:5][C:6]([NH:8][C:9]1[CH:10]=[C:11]([CH:15]=[C:16]([NH:18][C:19]([O:21][C:22]([CH3:25])([CH3:24])[CH3:23])=[O:20])[CH:17]=1)[C:12](O)=[O:13])=[O:7])([CH3:4])([CH3:3])[CH3:2].O, predict the reaction product. The product is: [C:1]([O:5][C:6]([NH:8][C:9]1[CH:10]=[C:11]([CH2:12][OH:13])[CH:15]=[C:16]([NH:18][C:19]([O:21][C:22]([CH3:25])([CH3:24])[CH3:23])=[O:20])[CH:17]=1)=[O:7])([CH3:4])([CH3:3])[CH3:2]. (2) Given the reactants [NH2:1][C:2]1[N:10]=[CH:9][CH:8]=[CH:7][C:3]=1[C:4]([NH2:6])=[O:5].[CH2:11]([O:18][CH2:19][C:20](Cl)=[O:21])[C:12]1[CH:17]=[CH:16][CH:15]=[CH:14][CH:13]=1.O, predict the reaction product. The product is: [CH2:11]([O:18][CH2:19][C:20]([NH:1][C:2]1[N:10]=[CH:9][CH:8]=[CH:7][C:3]=1[C:4]([NH2:6])=[O:5])=[O:21])[C:12]1[CH:17]=[CH:16][CH:15]=[CH:14][CH:13]=1. (3) Given the reactants N1C2C(=CC=CC=2)C(NCCCCCCN)=CC=1.[N:19]1[C:28]2[C:23](=[CH:24][CH:25]=[CH:26][CH:27]=2)[C:22]([NH:29][CH2:30][CH2:31][CH2:32][CH2:33][CH2:34][CH2:35][NH:36][C:37](=[O:44])[C:38]2[CH:43]=[CH:42][CH:41]=[CH:40][CH:39]=2)=[CH:21][CH:20]=1.C(Cl)(=O)C1C=CC=CC=1.[OH-].[Na+].CO.C(Cl)Cl, predict the reaction product. The product is: [N:19]1[C:28]2[C:23](=[CH:24][CH:25]=[CH:26][CH:27]=2)[C:22]([NH:29][CH2:30][CH2:31][CH2:32][CH2:33][CH2:34][CH2:35][NH:36][C:37](=[O:44])[C:38]2[CH:43]=[CH:42][CH:41]=[CH:40][CH:39]=2)=[CH:21][CH:20]=1. (4) Given the reactants [Br:1][C:2]1[S:3][C:4]([C:8]([NH2:10])=O)=[C:5]([CH3:7])[N:6]=1.FC(F)(F)C(OC(=O)C(F)(F)F)=O, predict the reaction product. The product is: [Br:1][C:2]1[S:3][C:4]([C:8]#[N:10])=[C:5]([CH3:7])[N:6]=1. (5) Given the reactants N([O-])=[O:2].[Na+].[F:5][C:6]1[CH:12]=[C:11]([CH3:13])[C:10]([O:14][C:15]([O:17][CH3:18])=[O:16])=[CH:9][C:7]=1N, predict the reaction product. The product is: [F:5][C:6]1[CH:12]=[C:11]([CH3:13])[C:10]([O:14][C:15]([O:17][CH3:18])=[O:16])=[CH:9][C:7]=1[OH:2]. (6) Given the reactants Br[C:2]1[CH:3]=[CH:4][C:5]2[N:6]([C:34]3[CH:39]=[CH:38][CH:37]=[CH:36][CH:35]=3)[C:7]3[C:12]([C:13]=2[CH:14]=1)=[CH:11][C:10]([Si:15]([C:28]1[CH:33]=[CH:32][CH:31]=[CH:30][CH:29]=1)([C:22]1[CH:27]=[CH:26][CH:25]=[CH:24][CH:23]=1)[C:16]1[CH:21]=[CH:20][CH:19]=[CH:18][CH:17]=1)=[CH:9][CH:8]=3.C([Li])CCC.Cl[P:46]([C:53]1[CH:58]=[CH:57][CH:56]=[CH:55][CH:54]=1)[C:47]1[CH:52]=[CH:51][CH:50]=[CH:49][CH:48]=1.CC[OH:61], predict the reaction product. The product is: [C:47]1([P:46]([C:53]2[CH:58]=[CH:57][CH:56]=[CH:55][CH:54]=2)([C:2]2[CH:3]=[CH:4][C:5]3[N:6]([C:34]4[CH:39]=[CH:38][CH:37]=[CH:36][CH:35]=4)[C:7]4[C:12]([C:13]=3[CH:14]=2)=[CH:11][C:10]([Si:15]([C:28]2[CH:33]=[CH:32][CH:31]=[CH:30][CH:29]=2)([C:22]2[CH:27]=[CH:26][CH:25]=[CH:24][CH:23]=2)[C:16]2[CH:21]=[CH:20][CH:19]=[CH:18][CH:17]=2)=[CH:9][CH:8]=4)=[O:61])[CH:52]=[CH:51][CH:50]=[CH:49][CH:48]=1. (7) The product is: [F:1][C:2]1[CH:3]=[C:4]([C:8]2[N:9]=[C:10]3[NH:21][C:25](=[O:26])[NH:20][C:11]3=[CH:12][C:13]=2[C:14]2[CH:19]=[CH:18][N:17]=[CH:16][CH:15]=2)[CH:5]=[CH:6][CH:7]=1. Given the reactants [F:1][C:2]1[CH:3]=[C:4]([C:8]2[C:13]([C:14]3[CH:19]=[CH:18][N:17]=[CH:16][CH:15]=3)=[CH:12][C:11]([NH2:20])=[C:10]([NH2:21])[N:9]=2)[CH:5]=[CH:6][CH:7]=1.O.CN(C)[CH:25]=[O:26], predict the reaction product. (8) Given the reactants COC1C=CC(C2N(C)C3C(C=2)=CC=C(OC)C=3)=C(N)C=1.BrC1C=CC(OCCN2CCCCC2)=C(F)C=1.[F:39][C:40]1[CH:41]=[C:42]([NH:55][C:56]2[CH:61]=[C:60]([O:62]C)[CH:59]=[CH:58][C:57]=2[C:64]2[N:65]([CH3:75])[C:66]3[C:71]([CH:72]=2)=[CH:70][CH:69]=[C:68]([O:73]C)[CH:67]=3)[CH:43]=[CH:44][C:45]=1[O:46][CH2:47][CH2:48][N:49]1[CH2:54][CH2:53][CH2:52][CH2:51][CH2:50]1, predict the reaction product. The product is: [F:39][C:40]1[CH:41]=[C:42]([NH:55][C:56]2[CH:61]=[C:60]([OH:62])[CH:59]=[CH:58][C:57]=2[C:64]2[N:65]([CH3:75])[C:66]3[C:71]([CH:72]=2)=[CH:70][CH:69]=[C:68]([OH:73])[CH:67]=3)[CH:43]=[CH:44][C:45]=1[O:46][CH2:47][CH2:48][N:49]1[CH2:50][CH2:51][CH2:52][CH2:53][CH2:54]1. (9) Given the reactants O=[C:2]1[NH:7][C:6]([C:8]2[CH:13]=[CH:12][CH:11]=[CH:10][CH:9]=2)=[N:5][CH:4]=[C:3]1[C:14]([O:16][CH2:17][CH3:18])=[O:15].P(Cl)(Cl)([Cl:21])=O, predict the reaction product. The product is: [Cl:21][C:2]1[C:3]([C:14]([O:16][CH2:17][CH3:18])=[O:15])=[CH:4][N:5]=[C:6]([C:8]2[CH:13]=[CH:12][CH:11]=[CH:10][CH:9]=2)[N:7]=1.